This data is from Forward reaction prediction with 1.9M reactions from USPTO patents (1976-2016). The task is: Predict the product of the given reaction. (1) Given the reactants [NH2:1][C:2]1[CH:12]=[C:11]([CH3:13])[C:10]([Br:14])=[CH:9][C:3]=1[C:4]([O:6][CH2:7][CH3:8])=[O:5].[Br:15]CC1C=C(C=CC=1S(CC)(=O)=O)C#N, predict the reaction product. The product is: [NH2:1][C:2]1[C:12]([Br:15])=[C:11]([CH3:13])[C:10]([Br:14])=[CH:9][C:3]=1[C:4]([O:6][CH2:7][CH3:8])=[O:5]. (2) Given the reactants [CH3:1][C:2]1[CH:3]=[C:4]([CH:7]=[CH:8][C:9]=1[N+:10]([O-:12])=[O:11])[CH2:5]Cl.[I:13][C:14]1[CH:15]=[C:16]([C:19](=[O:24])[C:20]([F:23])([F:22])[F:21])[NH:17][CH:18]=1.C(=O)([O-])[O-].[K+].[K+], predict the reaction product. The product is: [I:13][C:14]1[CH:15]=[C:16]([C:19](=[O:24])[C:20]([F:21])([F:22])[F:23])[N:17]([CH2:5][C:4]2[CH:7]=[CH:8][C:9]([N+:10]([O-:12])=[O:11])=[C:2]([CH3:1])[CH:3]=2)[CH:18]=1. (3) Given the reactants [CH2:1]([O:3][CH2:4][C:5]1([CH2:12][O:13][CH2:14][CH3:15])[CH2:10][CH2:9][C:8](=[O:11])[CH2:7][CH2:6]1)[CH3:2].[Li+].C[Si]([N-][Si](C)(C)C)(C)C.C1C=CC(N([S:33]([C:36]([F:39])([F:38])[F:37])(=[O:35])=[O:34])[S:33]([C:36]([F:39])([F:38])[F:37])(=[O:35])=[O:34])=CC=1, predict the reaction product. The product is: [F:37][C:36]([F:39])([F:38])[S:33]([O:11][C:8]1[CH2:9][CH2:10][C:5]([CH2:4][O:3][CH2:1][CH3:2])([CH2:12][O:13][CH2:14][CH3:15])[CH2:6][CH:7]=1)(=[O:35])=[O:34]. (4) The product is: [Br:22][C:23]1[CH:24]=[CH:25][C:26]([CH2:29][C:30]([NH:1][C:2]2[CH:7]=[C:6]([C:8]([C:10]3[C:18]4[CH:17]=[N:16][CH:15]=[N:14][C:13]=4[N:12]([CH:19]([CH3:21])[CH3:20])[CH:11]=3)=[O:9])[CH:5]=[CH:4][N:3]=2)=[O:31])=[N:27][CH:28]=1. Given the reactants [NH2:1][C:2]1[CH:7]=[C:6]([C:8]([C:10]2[C:18]3[CH:17]=[N:16][CH:15]=[N:14][C:13]=3[N:12]([CH:19]([CH3:21])[CH3:20])[CH:11]=2)=[O:9])[CH:5]=[CH:4][N:3]=1.[Br:22][C:23]1[CH:24]=[CH:25][C:26]([CH2:29][C:30](O)=[O:31])=[N:27][CH:28]=1, predict the reaction product. (5) Given the reactants [CH3:1][O:2][C:3](=[O:26])[CH:4]([N:12]([C:16](=[O:25])[C:17]1[CH:22]=[CH:21][C:20]([Cl:23])=[CH:19][C:18]=1[Cl:24])[CH2:13][C:14]#[CH:15])[CH2:5][C:6]1[CH:11]=[CH:10][CH:9]=[CH:8][CH:7]=1.I[C:28]1[O:29][C:30]2[CH:36]=[CH:35][CH:34]=[CH:33][C:31]=2[CH:32]=1, predict the reaction product. The product is: [CH3:1][O:2][C:3](=[O:26])[CH:4]([N:12]([CH2:13][C:14]#[C:15][C:28]1[O:29][C:30]2[CH:36]=[CH:35][CH:34]=[CH:33][C:31]=2[CH:32]=1)[C:16](=[O:25])[C:17]1[CH:22]=[CH:21][C:20]([Cl:23])=[CH:19][C:18]=1[Cl:24])[CH2:5][C:6]1[CH:7]=[CH:8][CH:9]=[CH:10][CH:11]=1. (6) Given the reactants [CH2:1]([O:3][C:4]([C:6]12[CH2:24][CH:23]1[CH:22]=[CH:21][CH2:20][CH2:19][CH2:18][CH2:17][CH2:16][N:15]([CH2:25][C:26]1[CH:31]=[CH:30][C:29]([O:32][CH3:33])=[CH:28][CH:27]=1)[C:14](=[O:34])[N:13]1[CH:9]([CH2:10][CH:11]([OH:35])[CH2:12]1)[C:8](=[O:36])[NH:7]2)=[O:5])[CH3:2].C(N(C(C)C)C(C)C)C.[CH2:46]([O:48][CH2:49]Cl)[CH3:47], predict the reaction product. The product is: [CH2:1]([O:3][C:4]([C:6]12[CH2:24][CH:23]1[CH:22]=[CH:21][CH2:20][CH2:19][CH2:18][CH2:17][CH2:16][N:15]([CH2:25][C:26]1[CH:31]=[CH:30][C:29]([O:32][CH3:33])=[CH:28][CH:27]=1)[C:14](=[O:34])[N:13]1[CH:9]([CH2:10][CH:11]([O:35][CH2:49][O:48][CH2:46][CH3:47])[CH2:12]1)[C:8](=[O:36])[NH:7]2)=[O:5])[CH3:2]. (7) Given the reactants [CH2:1]([S:3][C:4]1[CH:5]=[CH:6][C:7]([C:10]([OH:12])=O)=[N:8][CH:9]=1)[CH3:2].C1N=CN(C(N2C=NC=C2)=[O:19])C=1.CS(O)(=O)=O.[NH2:30][CH2:31][C:32]1[CH:33]=[C:34]2[C:38](=[CH:39][CH:40]=1)[C:37](=[O:41])[N:36]([CH:42]1[CH2:47][CH2:46][C:45](=[O:48])[NH:44][C:43]1=[O:49])[CH2:35]2.CCOC(C)=O, predict the reaction product. The product is: [O:49]=[C:43]1[CH:42]([N:36]2[C:35](=[O:19])[C:34]3[C:38](=[CH:39][CH:40]=[C:32]([CH2:31][NH:30][C:10]([C:7]4[CH:6]=[CH:5][C:4]([S:3][CH2:1][CH3:2])=[CH:9][N:8]=4)=[O:12])[CH:33]=3)[C:37]2=[O:41])[CH2:47][CH2:46][C:45](=[O:48])[NH:44]1.